This data is from Forward reaction prediction with 1.9M reactions from USPTO patents (1976-2016). The task is: Predict the product of the given reaction. (1) Given the reactants C(OC(=O)C1C=CC(Cl)=C(OC(F)(F)F)C=1)C.C(OC(N[C@H]1CCN(C[B-](F)(F)F)C1)=O)(C)(C)C.[K+].C(OC(N1CCN(CC2C=CC(C(OCC)=O)=CC=2OC(F)(F)F)CC1)=O)(C)(C)C.C(OC(N1CCN(CC2C=CC(C(O)=O)=CC=2OC(F)(F)F)CC1)=O)(C)(C)C.C(OC([N:102]1[CH2:107][CH2:106][N:105]([CH2:108][C:109]2[CH:114]=[CH:113][C:112]([C:115](=[O:130])[NH:116][CH2:117][C:118]3[CH:123]=[C:122]([Cl:124])[CH:121]=[CH:120][C:119]=3[S:125]([CH2:128][CH3:129])(=[O:127])=[O:126])=[CH:111][C:110]=2[O:131][C:132]([F:135])([F:134])[F:133])[CH2:104][CH2:103]1)=O)(C)(C)C.COC1C=CC=C(OC)C=1C1C=CC=CC=1P(C1CCCCC1)C1CCCCC1, predict the reaction product. The product is: [NH2:102][C@H:107]1[CH2:103][CH2:104][N:105]([CH2:108][C:109]2[CH:114]=[CH:113][C:112]([C:115]([NH:116][CH2:117][C:118]3[CH:123]=[C:122]([Cl:124])[CH:121]=[CH:120][C:119]=3[S:125]([CH2:128][CH3:129])(=[O:127])=[O:126])=[O:130])=[CH:111][C:110]=2[O:131][C:132]([F:133])([F:134])[F:135])[CH2:106]1. (2) Given the reactants [F:1][C:2]1[CH:9]=[CH:8][C:5]([C:6]#[N:7])=[CH:4][C:3]=1[O:10][CH3:11].CN(CCN(CCN(C)C)C)C.C([Li])CCC.[F:29][C:30]1[CH:31]=[C:32]([CH:35]=[CH:36][CH:37]=1)[CH:33]=[O:34], predict the reaction product. The product is: [F:1][C:2]1[C:3]([O:10][CH3:11])=[CH:4][C:5]([C:6]#[N:7])=[CH:8][C:9]=1[CH:33]([C:32]1[CH:35]=[CH:36][CH:37]=[C:30]([F:29])[CH:31]=1)[OH:34]. (3) Given the reactants [OH:1][C:2]1[CH:3]=[C:4]([CH:8]=[CH:9][C:10]=1[OH:11])[C:5]([OH:7])=[O:6].Cl.[CH3:13]O, predict the reaction product. The product is: [CH3:13][O:6][C:5](=[O:7])[C:4]1[CH:8]=[CH:9][C:10]([OH:11])=[C:2]([OH:1])[CH:3]=1. (4) Given the reactants [NH2:1][CH:2]([CH2:8][C:9]1[C:14]([Cl:15])=[CH:13][CH:12]=[CH:11][C:10]=1[Cl:16])[CH2:3][C:4]([O:6][CH3:7])=[O:5].C(O)(=O)C.[C:21]([O:27][CH2:28][CH3:29])(=[O:26])[CH2:22][C:23]([CH3:25])=O.S([O-])([O-])(=O)=O.[Mg+2], predict the reaction product. The product is: [CH3:7][O:6][C:4]([CH2:3][CH:2]([NH:1][C:23]([CH3:25])=[CH:22][C:21]([O:27][CH2:28][CH3:29])=[O:26])[CH2:8][C:9]1[C:10]([Cl:16])=[CH:11][CH:12]=[CH:13][C:14]=1[Cl:15])=[O:5].